This data is from NCI-60 drug combinations with 297,098 pairs across 59 cell lines. The task is: Regression. Given two drug SMILES strings and cell line genomic features, predict the synergy score measuring deviation from expected non-interaction effect. (1) Drug 1: C(=O)(N)NO. Drug 2: COCCOC1=C(C=C2C(=C1)C(=NC=N2)NC3=CC=CC(=C3)C#C)OCCOC.Cl. Cell line: SF-268. Synergy scores: CSS=3.08, Synergy_ZIP=-3.53, Synergy_Bliss=-2.48, Synergy_Loewe=-2.63, Synergy_HSA=-1.64. (2) Drug 1: CC1C(C(CC(O1)OC2CC(CC3=C2C(=C4C(=C3O)C(=O)C5=C(C4=O)C(=CC=C5)OC)O)(C(=O)C)O)N)O.Cl. Drug 2: C1=CC(=CC=C1C#N)C(C2=CC=C(C=C2)C#N)N3C=NC=N3. Cell line: ACHN. Synergy scores: CSS=4.26, Synergy_ZIP=-4.62, Synergy_Bliss=-5.01, Synergy_Loewe=-11.3, Synergy_HSA=-4.60. (3) Drug 1: CC=C1C(=O)NC(C(=O)OC2CC(=O)NC(C(=O)NC(CSSCCC=C2)C(=O)N1)C(C)C)C(C)C. Drug 2: C1C(C(OC1N2C=NC(=NC2=O)N)CO)O. Cell line: NCI-H322M. Synergy scores: CSS=39.8, Synergy_ZIP=-0.440, Synergy_Bliss=-0.258, Synergy_Loewe=0.848, Synergy_HSA=-0.138.